Dataset: Reaction yield outcomes from USPTO patents with 853,638 reactions. Task: Predict the reaction yield, written as a fraction of the theoretical maximum amount of product (1.0 means a 100% yield; for example, 0.34 means a 34% yield). The reactants are [NH2:1][C:2](=O)[C@@H:3]([NH:5][C:6](=[O:12])[O:7][C:8]([CH3:11])([CH3:10])[CH3:9])[CH3:4].N1C(Cl)=NC(Cl)=NC=1Cl.O. The catalyst is CN(C)C=O. The product is [C:2]([C@@H:3]([NH:5][C:6](=[O:12])[O:7][C:8]([CH3:11])([CH3:10])[CH3:9])[CH3:4])#[N:1]. The yield is 0.630.